This data is from Retrosynthesis with 50K atom-mapped reactions and 10 reaction types from USPTO. The task is: Predict the reactants needed to synthesize the given product. (1) Given the product CCCCN(CCCC)c1ccc([N+](=O)[O-])cc1F, predict the reactants needed to synthesize it. The reactants are: CCCCNCCCC.O=[N+]([O-])c1ccc(F)c(F)c1. (2) Given the product C[C@]1(c2cc(NC(=O)c3cnc(C(F)F)cn3)ccc2F)N=C(N)OC[C@@H]1F, predict the reactants needed to synthesize it. The reactants are: C[C@]1(c2cc(N)ccc2F)N=C(N)OC[C@@H]1F.O=C(O)c1cnc(C(F)F)cn1. (3) Given the product CC(C)(C)[C@H]1CC[C@H](Oc2ccc3cc(Br)ccc3c2)CC1, predict the reactants needed to synthesize it. The reactants are: CC(C)(C)[C@H]1CC[C@H](OS(C)(=O)=O)CC1.Oc1ccc2cc(Br)ccc2c1. (4) Given the product Cn1ncc(N)c1N, predict the reactants needed to synthesize it. The reactants are: Cn1ncc(N=O)c1N. (5) The reactants are: CC(=O)c1cccc(Br)n1. Given the product CC(O)c1cccc(Br)n1, predict the reactants needed to synthesize it. (6) Given the product N#Cc1ccc(N)cc1C1CC1, predict the reactants needed to synthesize it. The reactants are: N#Cc1ccc([N+](=O)[O-])cc1C1CC1. (7) Given the product O=C(O)COc1ccc2c(c1)S(=O)(=O)N=C(c1c(O)c3ccccc3n(NCC3CC3)c1=O)N2, predict the reactants needed to synthesize it. The reactants are: CC(C)(C)OC(=O)COc1ccc2c(c1)S(=O)(=O)N=C(c1c(O)c3ccccc3n(NCC3CC3)c1=O)N2. (8) Given the product COC(=O)c1cn(Cc2ccccc2)c2ccc(Cl)cc12, predict the reactants needed to synthesize it. The reactants are: BrCc1ccccc1.COC(=O)c1c[nH]c2ccc(Cl)cc12.